This data is from Reaction yield outcomes from USPTO patents with 853,638 reactions. The task is: Predict the reaction yield, written as a fraction of the theoretical maximum amount of product (1.0 means a 100% yield; for example, 0.34 means a 34% yield). The reactants are [Br:1][C:2]1[C:3]2[O:11][C:10]([C:12]3[CH:17]=[CH:16][C:15]([C:18]4([NH:22][C:23](=[O:29])[O:24][C:25]([CH3:28])([CH3:27])[CH3:26])[CH2:21][CH2:20][CH2:19]4)=[CH:14][CH:13]=3)=[C:9]([C:30]3[CH:35]=[CH:34][CH:33]=[CH:32][CH:31]=3)[C:4]=2[C:5](=[O:8])[NH:6][CH:7]=1.C([O-])([O-])=O.[Cs+].[Cs+].[F:42][CH2:43][CH2:44]I. The catalyst is CN(C=O)C.CCOC(C)=O.O. The product is [Br:1][C:2]1[C:3]2[O:11][C:10]([C:12]3[CH:17]=[CH:16][C:15]([C:18]4([NH:22][C:23](=[O:29])[O:24][C:25]([CH3:28])([CH3:27])[CH3:26])[CH2:21][CH2:20][CH2:19]4)=[CH:14][CH:13]=3)=[C:9]([C:30]3[CH:31]=[CH:32][CH:33]=[CH:34][CH:35]=3)[C:4]=2[C:5](=[O:8])[N:6]([CH2:44][CH2:43][F:42])[CH:7]=1. The yield is 0.550.